Predict the reactants needed to synthesize the given product. From a dataset of Full USPTO retrosynthesis dataset with 1.9M reactions from patents (1976-2016). (1) Given the product [N:8]1[CH:9]=[CH:10][CH:11]=[CH:12][C:7]=1[C:4]1[N:3]=[C:2]([NH2:13])[S:6][N:5]=1, predict the reactants needed to synthesize it. The reactants are: Cl[C:2]1[S:6][N:5]=[C:4]([C:7]2[CH:12]=[CH:11][CH:10]=[CH:9][N:8]=2)[N:3]=1.[NH3:13]. (2) Given the product [CH2:1]([O:8][C:9]1[C:18]([C:19]([OH:41])=[O:20])=[C:17]2[C:12]([C:13](=[O:32])[C:14]([CH3:31])=[C:15]([CH:21]3[CH2:26][CH2:25][N:24]([C:27](=[O:30])[CH2:28][CH3:29])[CH2:23][CH2:22]3)[O:16]2)=[CH:11][CH:10]=1)[C:2]1[CH:7]=[CH:6][CH:5]=[CH:4][CH:3]=1, predict the reactants needed to synthesize it. The reactants are: [CH2:1]([O:8][C:9]1[C:18]([CH:19]=[O:20])=[C:17]2[C:12]([C:13](=[O:32])[C:14]([CH3:31])=[C:15]([CH:21]3[CH2:26][CH2:25][N:24]([C:27](=[O:30])[CH2:28][CH3:29])[CH2:23][CH2:22]3)[O:16]2)=[CH:11][CH:10]=1)[C:2]1[CH:7]=[CH:6][CH:5]=[CH:4][CH:3]=1.CC(=CC)C.O.O.P([O-])(O)(O)=[O:41].[Na+].Cl([O-])=O.[Na+].Cl. (3) Given the product [C:58]([O:37][C:35]([N:9]([C:64]([O:63][C:60]([CH3:62])([CH3:59])[CH3:61])=[O:65])[C:3]1[C:2]([C:18]2[N:19]([C:27]([O:29][C:30]([CH3:31])([CH3:32])[CH3:33])=[O:28])[C:20]3[C:25]([CH:26]=2)=[CH:24][CH:23]=[CH:22][CH:21]=3)=[N:7][C:6]([Br:8])=[CH:5][N:4]=1)=[O:38])([CH3:57])([CH3:53])[CH3:74], predict the reactants needed to synthesize it. The reactants are: Br[C:2]1[C:3]([NH2:9])=[N:4][CH:5]=[C:6]([Br:8])[N:7]=1.CC1(C)C(C)(C)OB([C:18]2[N:19]([C:27]([O:29][C:30]([CH3:33])([CH3:32])[CH3:31])=[O:28])[C:20]3[C:25]([CH:26]=2)=[CH:24][CH:23]=[CH:22][CH:21]=3)O1.[C:35]([O-:38])([OH:37])=O.[Na+].C1(P([C:53]2[CH:58]=[CH:57]C=CC=2)C2C=CC=CC=2)C=CC=CC=1.[CH3:59][C:60]([O:63][C:64](OC(OC(C)(C)C)=O)=[O:65])([CH3:62])[CH3:61].[CH2:74](COC)OC. (4) Given the product [F:8][C:7]1[CH:6]=[CH:5][C:4]([S:9][CH3:10])=[CH:3][C:2]=1[C:19]([CH:21]1[CH2:26][CH2:25][N:24]([C:27]([O:29][C:30]([CH3:33])([CH3:32])[CH3:31])=[O:28])[CH2:23][CH2:22]1)=[O:20], predict the reactants needed to synthesize it. The reactants are: Br[C:2]1[CH:3]=[C:4]([S:9][CH3:10])[CH:5]=[CH:6][C:7]=1[F:8].C([Li])(C)(C)C.CON(C)[C:19]([CH:21]1[CH2:26][CH2:25][N:24]([C:27]([O:29][C:30]([CH3:33])([CH3:32])[CH3:31])=[O:28])[CH2:23][CH2:22]1)=[O:20]. (5) Given the product [CH2:25]([CH:12]1[C:11]2[CH:10]=[CH:9][CH:8]=[CH:7][C:6]=2[C:5]2[C:13]1=[CH:1][CH:2]=[CH:3][CH:4]=2)[CH2:26][CH2:27][CH2:28][CH2:29][CH2:30][CH2:31][CH3:32], predict the reactants needed to synthesize it. The reactants are: [CH:1]1[C:13]2[CH2:12][C:11]3[C:6](=[CH:7][CH:8]=[CH:9][CH:10]=3)[C:5]=2[CH:4]=[CH:3][CH:2]=1.C([Li])CCC.CCCCCC.[CH2:25](Br)[CH2:26][CH2:27][CH2:28][CH2:29][CH2:30][CH2:31][CH3:32]. (6) Given the product [Br:23][C:21]1[CH:22]=[C:17]([Br:16])[N:18]=[C:19]([S:1][C:2]2[CH:14]=[CH:13][C:5]([O:6][CH2:7][C:8]([O:10][CH2:11][CH3:12])=[O:9])=[C:4]([CH3:15])[CH:3]=2)[CH:20]=1.[Br:16][C:17]1[CH:22]=[C:21]([S:1][C:2]2[CH:14]=[CH:13][C:5]([O:6][CH2:7][C:8]([O:10][CH2:11][CH3:12])=[O:9])=[C:4]([CH3:15])[CH:3]=2)[CH:20]=[C:19]([Br:24])[N:18]=1, predict the reactants needed to synthesize it. The reactants are: [SH:1][C:2]1[CH:14]=[CH:13][C:5]([O:6][CH2:7][C:8]([O:10][CH2:11][CH3:12])=[O:9])=[C:4]([CH3:15])[CH:3]=1.[Br:16][C:17]1[CH:22]=[C:21]([Br:23])[CH:20]=[C:19]([Br:24])[N:18]=1.C(N(CC)CC)C.CN1CCCC1=O. (7) Given the product [ClH:11].[Cl:11][C:8]1[CH:7]=[C:3]([C:4]([NH2:6])=[O:5])[C:2](=[NH:1])[N:10]([CH2:13][C:14]2[CH:19]=[CH:18][CH:17]=[CH:16][C:15]=2[S:20]([CH:23]2[CH2:24][CH2:25][CH2:26][CH2:27]2)(=[O:22])=[O:21])[CH:9]=1, predict the reactants needed to synthesize it. The reactants are: [NH2:1][C:2]1[N:10]=[CH:9][C:8]([Cl:11])=[CH:7][C:3]=1[C:4]([NH2:6])=[O:5].Br[CH2:13][C:14]1[CH:19]=[CH:18][CH:17]=[CH:16][C:15]=1[S:20]([CH:23]1[CH2:27][CH2:26][CH2:25][CH2:24]1)(=[O:22])=[O:21].C(OCC)(=O)C.